The task is: Regression. Given two drug SMILES strings and cell line genomic features, predict the synergy score measuring deviation from expected non-interaction effect.. This data is from NCI-60 drug combinations with 297,098 pairs across 59 cell lines. (1) Drug 1: CN(CC1=CN=C2C(=N1)C(=NC(=N2)N)N)C3=CC=C(C=C3)C(=O)NC(CCC(=O)O)C(=O)O. Drug 2: C1C(C(OC1N2C=NC(=NC2=O)N)CO)O. Cell line: KM12. Synergy scores: CSS=31.0, Synergy_ZIP=-10.2, Synergy_Bliss=-11.9, Synergy_Loewe=-17.0, Synergy_HSA=-7.84. (2) Drug 1: C1=CC(=C2C(=C1NCCNCCO)C(=O)C3=C(C=CC(=C3C2=O)O)O)NCCNCCO. Drug 2: COC1=NC(=NC2=C1N=CN2C3C(C(C(O3)CO)O)O)N. Cell line: CCRF-CEM. Synergy scores: CSS=81.1, Synergy_ZIP=2.12, Synergy_Bliss=1.58, Synergy_Loewe=4.58, Synergy_HSA=6.66. (3) Drug 1: CS(=O)(=O)C1=CC(=C(C=C1)C(=O)NC2=CC(=C(C=C2)Cl)C3=CC=CC=N3)Cl. Drug 2: CC1C(C(CC(O1)OC2CC(CC3=C2C(=C4C(=C3O)C(=O)C5=CC=CC=C5C4=O)O)(C(=O)C)O)N)O. Cell line: HCC-2998. Synergy scores: CSS=60.8, Synergy_ZIP=-1.90, Synergy_Bliss=-1.51, Synergy_Loewe=-39.5, Synergy_HSA=-1.28. (4) Cell line: SK-MEL-28. Drug 2: CC1=C(C=C(C=C1)NC(=O)C2=CC=C(C=C2)CN3CCN(CC3)C)NC4=NC=CC(=N4)C5=CN=CC=C5. Drug 1: CCC1=CC2CC(C3=C(CN(C2)C1)C4=CC=CC=C4N3)(C5=C(C=C6C(=C5)C78CCN9C7C(C=CC9)(C(C(C8N6C)(C(=O)OC)O)OC(=O)C)CC)OC)C(=O)OC.C(C(C(=O)O)O)(C(=O)O)O. Synergy scores: CSS=28.1, Synergy_ZIP=-4.35, Synergy_Bliss=-0.557, Synergy_Loewe=-29.2, Synergy_HSA=-2.06.